From a dataset of Catalyst prediction with 721,799 reactions and 888 catalyst types from USPTO. Predict which catalyst facilitates the given reaction. (1) Reactant: FC(F)(F)COP([CH2:13][C:14]([O:16][CH3:17])=[O:15])(OCC(F)(F)F)=O.C1OCCOCCOCCOCCOCCOC1.C[Si]([N-][Si](C)(C)C)(C)C.[K+].[F:48][C:49]1[CH:56]=[CH:55][C:52]([CH:53]=O)=[CH:51][CH:50]=1. Product: [F:48][C:49]1[CH:56]=[CH:55][C:52](/[CH:53]=[CH:13]\[C:14]([O:16][CH3:17])=[O:15])=[CH:51][CH:50]=1. The catalyst class is: 683. (2) Reactant: O[C:2]1([C:30]2[CH:34]=[CH:33][S:32][CH:31]=2)[C:6]2[C:7]([CH3:27])=[C:8]([N:13]3[CH2:18][CH2:17][N:16]([C:19]4[CH:24]=[CH:23][C:22]([O:25][CH3:26])=[CH:21][CH:20]=4)[CH2:15][CH2:14]3)[C:9]([CH3:12])=[C:10]([CH3:11])[C:5]=2[O:4][C:3]1([CH3:29])[CH3:28]. Product: [CH3:28][C:3]1([CH3:29])[CH:2]([C:30]2[CH:34]=[CH:33][S:32][CH:31]=2)[C:6]2[C:7]([CH3:27])=[C:8]([N:13]3[CH2:18][CH2:17][N:16]([C:19]4[CH:20]=[CH:21][C:22]([O:25][CH3:26])=[CH:23][CH:24]=4)[CH2:15][CH2:14]3)[C:9]([CH3:12])=[C:10]([CH3:11])[C:5]=2[O:4]1. The catalyst class is: 8. (3) Reactant: CN(C)[CH:3]=[CH:4][C:5]([C:7]1[C:12](=[O:13])[CH:11]=[CH:10][N:9]([C:14]2[CH:19]=[CH:18][C:17]([N:20]3[CH2:25][CH2:24][O:23][CH2:22][CH2:21]3)=[CH:16][CH:15]=2)[N:8]=1)=O.[CH3:27][C:28]([CH3:33])([CH3:32])[CH2:29][NH:30][NH2:31]. Product: [CH3:27][C:28]([CH3:33])([CH3:32])[CH2:29][N:30]1[C:5]([C:7]2[C:12](=[O:13])[CH:11]=[CH:10][N:9]([C:14]3[CH:15]=[CH:16][C:17]([N:20]4[CH2:25][CH2:24][O:23][CH2:22][CH2:21]4)=[CH:18][CH:19]=3)[N:8]=2)=[CH:4][CH:3]=[N:31]1. The catalyst class is: 5. (4) The catalyst class is: 3. Product: [CH3:9][C:7]1([CH3:8])[C:3]([CH3:22])([CH3:2])[O:4][B:5]([C:10]2[CH:11]=[CH:12][C:13]([N:16]3[CH2:17][CH2:18][N:19]([CH2:30][CH2:31][OH:32])[CH2:20][CH2:21]3)=[CH:14][CH:15]=2)[O:6]1. Reactant: Cl.[CH3:2][C:3]1([CH3:22])[C:7]([CH3:9])([CH3:8])[O:6][B:5]([C:10]2[CH:15]=[CH:14][C:13]([N:16]3[CH2:21][CH2:20][NH:19][CH2:18][CH2:17]3)=[CH:12][CH:11]=2)[O:4]1.C([O-])([O-])=O.[K+].[K+].Br[CH2:30][CH2:31][OH:32].O. (5) The catalyst class is: 83. Reactant: C[Si]([NH-])(C)C.[Li+].[C:7]([C:10]1[CH:14]=[CH:13][N:12]([CH3:15])[CH:11]=1)(=O)[CH3:8].[C:16](OC)(=O)[C:17]([O:19][CH3:20])=[O:18].[Cl:24][C:25]1[N:26]=[N:27][C:28]([NH:31][NH2:32])=[CH:29][CH:30]=1.Cl. Product: [Cl:24][C:25]1[N:26]=[N:27][C:28]([N:31]2[C:7]([C:10]3[CH:14]=[CH:13][N:12]([CH3:15])[CH:11]=3)=[CH:8][C:16]([C:17]([O:19][CH3:20])=[O:18])=[N:32]2)=[CH:29][CH:30]=1. (6) Reactant: [C:1]([CH:4]([CH2:17][CH:18]=[CH2:19])[C:5]([NH:7][C:8]1[CH:13]=[CH:12][C:11]([CH:14]([CH3:16])[CH3:15])=[CH:10][CH:9]=1)=[O:6])(=[O:3])[CH3:2].N#N. Product: [C:1]([CH:4]([CH2:17][CH2:18][CH3:19])[C:5]([NH:7][C:8]1[CH:9]=[CH:10][C:11]([CH:14]([CH3:15])[CH3:16])=[CH:12][CH:13]=1)=[O:6])(=[O:3])[CH3:2]. The catalyst class is: 696.